From a dataset of Aqueous solubility values for 9,982 compounds from the AqSolDB database. Regression/Classification. Given a drug SMILES string, predict its absorption, distribution, metabolism, or excretion properties. Task type varies by dataset: regression for continuous measurements (e.g., permeability, clearance, half-life) or binary classification for categorical outcomes (e.g., BBB penetration, CYP inhibition). For this dataset (solubility_aqsoldb), we predict Y. (1) The molecule is Cc1cc(Cl)ccc1O. The Y is -1.55 log mol/L. (2) The compound is CC(=O)OCC(=O)C1(O)C(C)CC2C3CCC4=CC(=O)C=CC4(C)C3(F)C(O)CC21C. The Y is -4.90 log mol/L. (3) The drug is O=C(O)COc1cccc(Cl)c1. The Y is -2.20 log mol/L. (4) The drug is CN(CCCCC(=O)O)S(=O)(=O)c1ccccc1. The Y is -1.56 log mol/L. (5) The drug is CCCCCCOc1ccc(C(C)=NO)c(O)c1. The Y is -4.15 log mol/L. (6) The compound is Cc1nc(NS(=O)(=O)c2ccc(N)cc2)oc1C. The Y is -2.22 log mol/L. (7) The drug is COc1cc(-c2ccc(N)c(OC)c2)ccc1N. The Y is -3.61 log mol/L. (8) The drug is O=c1cccc2n1C[C@@H]1CNC[C@@H]2C1. The Y is 0.363 log mol/L.